This data is from Forward reaction prediction with 1.9M reactions from USPTO patents (1976-2016). The task is: Predict the product of the given reaction. (1) The product is: [C:2](=[O:3])([O:4][CH2:5][CH3:6])[O:20][CH2:19][C:14]1[CH:13]=[CH:12][C:11]2[C:16](=[CH:17][CH:18]=[C:9]([N:8]([CH3:21])[CH3:7])[CH:10]=2)[N:15]=1. Given the reactants Cl[C:2]([O:4][CH2:5][CH3:6])=[O:3].[CH3:7][N:8]([CH3:21])[C:9]1[CH:10]=[C:11]2[C:16](=[CH:17][CH:18]=1)[N:15]=[C:14]([CH2:19][OH:20])[CH:13]=[CH:12]2.[O-]S([O-])(=O)=O.[Na+].[Na+], predict the reaction product. (2) Given the reactants [C:1]([O:5][C:6]([N:8]1[CH2:11][CH:10]([OH:12])[CH2:9]1)=[O:7])([CH3:4])([CH3:3])[CH3:2].[H-].[Na+].[C:15]([O:19]C)(=[O:18])[CH:16]=[CH2:17], predict the reaction product. The product is: [C:1]([O:5][C:6]([N:8]1[CH2:11][CH:10]([O:12][CH2:17][CH2:16][C:15]([OH:19])=[O:18])[CH2:9]1)=[O:7])([CH3:4])([CH3:2])[CH3:3]. (3) The product is: [F:1][B-:2]([F:5])([F:4])[F:3].[CH3:12][N:13]1[C:6]([O:7][CH3:9])=[CH:17][CH:16]=[CH:15][CH:14]1[CH:18]=[O:19]. Given the reactants [F:1][B-:2]([F:5])([F:4])[F:3].[CH3:6][O+:7]([CH3:9])C.CO[C:12]1[CH:17]=[CH:16][CH:15]=[C:14]([CH:18]=[O:19])[N:13]=1.N1C=CC=CC=1.F[B-](F)(F)F, predict the reaction product. (4) Given the reactants [CH2:1]([CH:4]1[CH2:9][CH2:8][CH:7]([C:10]2[CH:15]=[CH:14][C:13]([C:16]3[Se:17][CH:18]=[CH:19][CH:20]=3)=[CH:12][CH:11]=2)[CH2:6][CH2:5]1)[CH2:2][CH3:3].[Li]CCCC.[CH:26](N1CCOCC1)=[O:27], predict the reaction product. The product is: [CH2:1]([CH:4]1[CH2:5][CH2:6][CH:7]([C:10]2[CH:15]=[CH:14][C:13]([C:16]3[Se:17][C:18]([CH:26]=[O:27])=[CH:19][CH:20]=3)=[CH:12][CH:11]=2)[CH2:8][CH2:9]1)[CH2:2][CH3:3]. (5) Given the reactants [F:1][C@H:2]1[C@@H:7]([O:8][C:9]2[C:17]3[O:16][CH:15]=[CH:14][C:13]=3[CH:12]=[C:11]([N+:18]([O-])=O)[CH:10]=2)[CH2:6][CH2:5][N:4]([C:21]([O:23][C:24]([CH3:27])([CH3:26])[CH3:25])=[O:22])[CH2:3]1.O.NN, predict the reaction product. The product is: [NH2:18][C:11]1[CH:10]=[C:9]([O:8][C@H:7]2[CH2:6][CH2:5][N:4]([C:21]([O:23][C:24]([CH3:26])([CH3:25])[CH3:27])=[O:22])[CH2:3][C@H:2]2[F:1])[C:17]2[O:16][CH:15]=[CH:14][C:13]=2[CH:12]=1. (6) Given the reactants [CH2:1]([C:3]1[CH:8]=[CH:7][C:6]([C@H:9]2[CH2:14][C@@H:13]([C:15]([F:18])([F:17])[F:16])[N:12]3[N:19]=[CH:20][C:21]([C:22]([OH:24])=O)=[C:11]3[NH:10]2)=[CH:5][CH:4]=1)[CH3:2].CN(C(ON1N=NC2C=CC=NC1=2)=[N+](C)C)C.F[P-](F)(F)(F)(F)F.C(N(CC)C(C)C)(C)C.[F:58][C:59]1[CH:60]=[C:61]([CH:64]=[CH:65][C:66]=1[CH3:67])[CH2:62][NH2:63], predict the reaction product. The product is: [CH2:1]([C:3]1[CH:8]=[CH:7][C:6]([C@H:9]2[CH2:14][C@@H:13]([C:15]([F:18])([F:17])[F:16])[N:12]3[N:19]=[CH:20][C:21]([C:22]([NH:63][CH2:62][C:61]4[CH:64]=[CH:65][C:66]([CH3:67])=[C:59]([F:58])[CH:60]=4)=[O:24])=[C:11]3[NH:10]2)=[CH:5][CH:4]=1)[CH3:2].